This data is from CYP2C19 inhibition data for predicting drug metabolism from PubChem BioAssay. The task is: Regression/Classification. Given a drug SMILES string, predict its absorption, distribution, metabolism, or excretion properties. Task type varies by dataset: regression for continuous measurements (e.g., permeability, clearance, half-life) or binary classification for categorical outcomes (e.g., BBB penetration, CYP inhibition). Dataset: cyp2c19_veith. (1) The result is 1 (inhibitor). The drug is C=CCn1c(SCC(=O)Nc2c(C)n(C)n(-c3ccccc3)c2=O)nc2sc(C)c(-c3ccccc3)c2c1=O. (2) The molecule is CS(=O)(=O)N1CCC2(CCN(C(=O)Nc3cccc(F)c3)CC2)CC1. The result is 0 (non-inhibitor). (3) The drug is c1ccc(-c2noc(-c3ccc4ccccc4c3)n2)cc1. The result is 0 (non-inhibitor). (4) The molecule is COc1ccc(-c2nc3cnc(N4CCN(C)CC4)nc3n(CCC#N)c2=O)cc1. The result is 0 (non-inhibitor). (5) The result is 1 (inhibitor). The compound is Cc1cc(OC(C)C)nc(NCc2ccccc2)n1. (6) The compound is CN(C)c1ncc2nc(-c3cccs3)c(=O)n(C)c2n1. The result is 0 (non-inhibitor).